This data is from Forward reaction prediction with 1.9M reactions from USPTO patents (1976-2016). The task is: Predict the product of the given reaction. Given the reactants [Cl:1][C:2]1[C:23]([O:24][CH3:25])=[CH:22][CH:21]=[CH:20][C:3]=1[C:4]([C:6]1[CH:11]=[C:10]([CH3:12])[CH:9]=[CH:8][C:7]=1[NH:13]C(=O)C(C)(C)C)=[O:5].O.[OH-].[Na+], predict the reaction product. The product is: [NH2:13][C:7]1[CH:8]=[CH:9][C:10]([CH3:12])=[CH:11][C:6]=1[C:4]([C:3]1[CH:20]=[CH:21][CH:22]=[C:23]([O:24][CH3:25])[C:2]=1[Cl:1])=[O:5].